Dataset: Forward reaction prediction with 1.9M reactions from USPTO patents (1976-2016). Task: Predict the product of the given reaction. (1) Given the reactants Br[C:2]1[CH:3]=[C:4]([CH2:13][CH2:14][CH2:15][NH:16][C:17](=[O:23])[O:18][C:19]([CH3:22])([CH3:21])[CH3:20])[CH:5]=[C:6]([C:8]2([C:11]#[N:12])[CH2:10][CH2:9]2)[CH:7]=1.[B:24]1([B:24]2[O:28][C:27]([CH3:30])([CH3:29])[C:26]([CH3:32])([CH3:31])[O:25]2)[O:28][C:27]([CH3:30])([CH3:29])[C:26]([CH3:32])([CH3:31])[O:25]1.C([O-])(=O)C.[K+].C(Cl)Cl, predict the reaction product. The product is: [C:11]([C:8]1([C:6]2[CH:5]=[C:4]([CH2:13][CH2:14][CH2:15][NH:16][C:17](=[O:23])[O:18][C:19]([CH3:22])([CH3:21])[CH3:20])[CH:3]=[C:2]([B:24]3[O:28][C:27]([CH3:30])([CH3:29])[C:26]([CH3:32])([CH3:31])[O:25]3)[CH:7]=2)[CH2:10][CH2:9]1)#[N:12]. (2) Given the reactants [Mn]([O-])(=O)(=O)=O.[K+].[CH:7]([C:10]1[CH:15]=[CH:14][C:13]([C:16]2[C:17]([CH:22]=[O:23])=[CH:18][CH:19]=[CH:20][CH:21]=2)=[CH:12][CH:11]=1)([CH3:9])[CH3:8].S([O-])([O-])(=[O:26])=S.[Na+].[Na+].Cl, predict the reaction product. The product is: [CH:7]([C:10]1[CH:15]=[CH:14][C:13]([C:16]2[C:17]([C:22]([OH:26])=[O:23])=[CH:18][CH:19]=[CH:20][CH:21]=2)=[CH:12][CH:11]=1)([CH3:9])[CH3:8]. (3) Given the reactants [CH3:1][O:2][C:3]1[C:4]([O:12][CH2:13][CH2:14][CH3:15])=[C:5]([CH:9]=[CH:10][CH:11]=1)[CH2:6]CN.[C:16](Cl)(=[O:19])[CH:17]=[CH2:18].[CH2:21]([N:23](CC)CC)C, predict the reaction product. The product is: [CH3:1][O:2][C:3]1[C:4]([O:12][CH2:13][CH2:14][CH3:15])=[C:5]([CH:9]=[CH:10][CH:11]=1)[CH2:6][N:23]([CH3:21])[C:16](=[O:19])[CH:17]=[CH2:18]. (4) Given the reactants [OH:1][CH:2]1[CH2:6][CH2:5][CH:4]([C:7]2[C:11]3[CH2:12][N:13](C(OC(C)(C)C)=O)[CH2:14][CH2:15][C:10]=3[N:9](COCC[Si](C)(C)C)[N:8]=2)[CH2:3]1.Cl.O1CCOCC1, predict the reaction product. The product is: [NH:9]1[C:10]2[CH2:15][CH2:14][NH:13][CH2:12][C:11]=2[C:7]([CH:4]2[CH2:5][CH2:6][CH:2]([OH:1])[CH2:3]2)=[N:8]1. (5) Given the reactants C(OC([N:8]1[CH2:12][C@@H:11]([CH2:13][N:14]([CH:31]([CH3:33])[CH3:32])[C:15](=[O:30])[C:16]2[CH:21]=[CH:20][C:19]([O:22][CH3:23])=[C:18]([O:24][CH2:25][CH2:26][CH2:27][O:28][CH3:29])[CH:17]=2)[C@H:10]([NH:34][CH:35]2[CH2:40][CH2:39][CH2:38][CH2:37][CH2:36]2)[CH2:9]1)=O)(C)(C)C.C(O)(C(F)(F)F)=O.C([O-])(O)=O.[Na+], predict the reaction product. The product is: [CH:35]1([NH:34][C@H:10]2[CH2:9][NH:8][CH2:12][C@@H:11]2[CH2:13][N:14]([CH:31]([CH3:33])[CH3:32])[C:15](=[O:30])[C:16]2[CH:21]=[CH:20][C:19]([O:22][CH3:23])=[C:18]([O:24][CH2:25][CH2:26][CH2:27][O:28][CH3:29])[CH:17]=2)[CH2:40][CH2:39][CH2:38][CH2:37][CH2:36]1. (6) Given the reactants [Br:1]Br.[C:3]([C:5]1[CH:10]=[CH:9][C:8]([C:11]2[N:12]=[C:13]3[CH:18]=[CH:17][CH:16]=[C:15]([C:19]([O:21][CH3:22])=[O:20])[N:14]3[CH:23]=2)=[CH:7][CH:6]=1)#[N:4], predict the reaction product. The product is: [Br:1][C:23]1[N:14]2[C:15]([C:19]([O:21][CH3:22])=[O:20])=[CH:16][CH:17]=[CH:18][C:13]2=[N:12][C:11]=1[C:8]1[CH:9]=[CH:10][C:5]([C:3]#[N:4])=[CH:6][CH:7]=1. (7) Given the reactants F[C:2]1[CH:7]=[CH:6][C:5]([N+:8]([O-:10])=[O:9])=[CH:4][C:3]=1C.[CH3:12]N1CCCC1=O.[NH2:19][CH2:20][CH2:21][CH2:22][N:23]1[CH2:27][CH2:26][CH2:25][C:24]1=[O:28].C(N(CC)CC)C, predict the reaction product. The product is: [N+:8]([C:5]1[CH:4]=[CH:3][C:2]([NH:19][CH2:20][CH2:21][CH2:22][N:23]2[CH2:27][CH2:26][CH2:25][C:24]2=[O:28])=[CH:7][C:6]=1[CH3:12])([O-:10])=[O:9].